This data is from Forward reaction prediction with 1.9M reactions from USPTO patents (1976-2016). The task is: Predict the product of the given reaction. Given the reactants [CH2:1]([O:8][C:9]([N:11]1[CH2:16][CH2:15][C:14](=O)[CH2:13][CH2:12]1)=[O:10])[C:2]1[CH:7]=[CH:6][CH:5]=[CH:4][CH:3]=1.Br[C:19](Br)([F:21])[F:20].CN(P(N(C)C)(N(C)C)=O)C, predict the reaction product. The product is: [CH2:1]([O:8][C:9]([N:11]1[CH2:16][CH2:15][C:14](=[C:19]([F:21])[F:20])[CH2:13][CH2:12]1)=[O:10])[C:2]1[CH:7]=[CH:6][CH:5]=[CH:4][CH:3]=1.